The task is: Predict the product of the given reaction.. This data is from Forward reaction prediction with 1.9M reactions from USPTO patents (1976-2016). (1) The product is: [CH:17]1[CH:16]=[CH:15][C:14]([N:4]2[C:3](=[O:20])[C:2]([C:27]3[CH:34]=[CH:33][CH:32]=[CH:31][C:28]=3[C:29]#[N:30])=[CH:7][C:6]([C:8]3[CH:13]=[CH:12][CH:11]=[CH:10][N:9]=3)=[CH:5]2)=[CH:19][CH:18]=1. Given the reactants Br[C:2]1[C:3](=[O:20])[N:4]([C:14]2[CH:19]=[CH:18][CH:17]=[CH:16][CH:15]=2)[CH:5]=[C:6]([C:8]2[CH:13]=[CH:12][CH:11]=[CH:10][N:9]=2)[CH:7]=1.O1CCCOB1[C:27]1[CH:34]=[CH:33][CH:32]=[CH:31][C:28]=1[C:29]#[N:30].C(=O)([O-])[O-].[K+].[K+], predict the reaction product. (2) The product is: [BrH:1].[Br:1][CH:4]1[CH:3]([CH3:2])[CH2:9][NH:8][CH2:7][CH2:6][C:5]1=[O:10]. Given the reactants [BrH:1].[CH3:2][CH:3]1[CH2:9][NH:8][CH2:7][CH2:6][C:5](=[O:10])[CH2:4]1.BrBr, predict the reaction product. (3) Given the reactants [C:1](OCC)(OCC)([O:3][CH2:4][CH3:5])[CH3:2].[C:12](#[N:16])[CH2:13][C:14]#[N:15], predict the reaction product. The product is: [CH2:1]([O:3][C:4](=[C:13]([C:12]#[N:16])[C:14]#[N:15])[CH3:5])[CH3:2]. (4) Given the reactants Cl[C:2]1[CH:7]=[C:6]([CH:8]2[CH2:13][CH2:12][N:11](C(OC(C)(C)C)=O)[CH2:10][CH2:9]2)[CH:5]=[CH:4][N:3]=1.[NH3:21], predict the reaction product. The product is: [NH:11]1[CH2:12][CH2:13][CH:8]([C:6]2[CH:5]=[CH:4][N:3]=[C:2]([NH2:21])[CH:7]=2)[CH2:9][CH2:10]1. (5) Given the reactants C([O:3][C:4]([C:6]1[NH:7][C:8]2[C:13]([C:14]=1[CH3:15])=[CH:12][C:11]([O:16][CH3:17])=[C:10]([C:18]([F:21])([F:20])[F:19])[CH:9]=2)=[O:5])C.[OH-].[K+].Cl, predict the reaction product. The product is: [CH3:17][O:16][C:11]1[CH:12]=[C:13]2[C:8](=[CH:9][C:10]=1[C:18]([F:20])([F:21])[F:19])[NH:7][C:6]([C:4]([OH:5])=[O:3])=[C:14]2[CH3:15].